This data is from Experimentally validated miRNA-target interactions with 360,000+ pairs, plus equal number of negative samples. The task is: Binary Classification. Given a miRNA mature sequence and a target amino acid sequence, predict their likelihood of interaction. (1) The miRNA is mmu-miR-882 with sequence AGGAGAGAGUUAGCGCAUUAGU. The protein sequence of the target gene is MIPIPRMPLVLLLLLLILGSAKAQVNPAICRYPLGMSGGHIPDEDITASSQWSESTAAKYGRLDSEEGDGAWCPEIPVQPDDLKEFLQIDLRTLHFITLVGTQGRHAGGHGIEFAPMYKINYSRDGSRWISWRNRHGKQVLDGNSNPYDVFLKDLEPPIVARFVRLIPVTDHSMNVCMRVELYGCVWLDGLVSYNAPAGQQFVLPGGSIIYLNDSVYDGAVGYSMTEGLGQLTDGVSGLDDFTQTHEYHVWPGYDYVGWRNESATNGFIEIMFEFDRIRNFTTMKVHCNNMFAKGVKIFK.... Result: 1 (interaction). (2) The miRNA is rno-miR-139-5p with sequence UCUACAGUGCACGUGUCUCCAG. The protein sequence of the target gene is MFSPDQENHPSKAPVKYGELIVLGYNGSLPNGDRGRRKSRFALFKRPKANGVKPSTVHIACTPQAAKAISNKDQHSISYTLSRAQTVVVEYTHDSNTDMFQIGRSTESPIDFVVTDTVPGSQSNSDTQSVQSTISRFACRIICERNPPFTARIYAAGFDSSKNIFLGEKAAKWKTSDGQMDGLTTNGVLVMHPRNGFTEDSKPGIWREISVCGNVFSLRETRSAQQRGKMVEIETNQLQDGSLIDLCGATLLWRTAEGLSHTPTVKHLEALRQEINAARPQCPVGFNTLAFPSMKRKDVV.... Result: 0 (no interaction). (3) The miRNA is mmu-miR-1896 with sequence CUCUCUGAUGGUGGGUGAGGAG. The protein sequence of the target gene is MNTEMYQTPMEVAVYQLHNFSISFFSSLLGGDVVSVKLDNSASGASVVALDNKIEQAMDLVKNHLMYAVREEVEVLKEQIRELLEKNSQLERENTLLKTLASPEQLEKFQSRLSPEEPAPEAPETPETPEAPGGSAV. Result: 0 (no interaction). (4) The miRNA is hsa-miR-6888-3p with sequence AUCUGUCUCGAUUGUUUCCAG. The protein sequence of the target gene is MLFNSVLRQPQLGVLRNGWSSHYPLQSLLSGYQCNCNDEHTSYGETGVPVPPFGCTFCTAPSMEHILAVANEEGFVRLYNTESQTSKKTCFKEWMAHWNAVFDLAWVPGELKLVTAAGDQTAKFWDVRAGELMGTCKGHQCSLKSVAFPKFQKAVFSTGGRDGNIMIWDTRCNKKDGFYRQVNQISGAHNTADKQTPSKPKKKQNSKGLAPAVDSQQSVTVVLFQDENTLVSAGAVDGIIKVWDLRKNYTAYRQEPIASKSFLYPGTSTRKLGYSSLVLDSTGSTLFANCTDDNIYMFNM.... Result: 0 (no interaction). (5) The miRNA is hsa-miR-6511a-3p with sequence CCUCACCAUCCCUUCUGCCUGC. The protein sequence of the target gene is MQRNAMYLKNVAETACNFQLTQYQISHANQKPYECQICGKPFRKRAHLTQHNRIHTGGKPYECKECGKVFICCSTLIQHKRTHTSEKPYECLECRKTFRRSAHLIRHQRIHTGEKPYKCKQCWKAFASVSDLIDIGKFTLMRDFTNVQNVGRHLTIAQLLFSIREFTLVRSPLNVRNVAKHSIIAQHLLNTRELILMRNLMNVRNVKRLLGKVHILLNIKEFILVRNHMSVSNVGRLSLVFLILIDIREFTLVKNPMNVKNVVELLTIVQLLFNTREFTLVRRLMNISSVGRFLSPVQHL.... Result: 1 (interaction).